From a dataset of HIV replication inhibition screening data with 41,000+ compounds from the AIDS Antiviral Screen. Binary Classification. Given a drug SMILES string, predict its activity (active/inactive) in a high-throughput screening assay against a specified biological target. (1) The compound is c1ccc(-c2c(-c3cccs3)[nH]c(-c3cccs3)c2-c2ccccn2)nc1. The result is 1 (active). (2) The molecule is CSc1nc(C#N)c(N)n1C. The result is 0 (inactive). (3) The compound is Cc1cc(C(=O)O)c(C(=O)O)cc1Cc1cc(C(=O)O)c(C(=O)O)cc1C.N. The result is 0 (inactive). (4) The result is 0 (inactive). The compound is CC1(c2ccc(F)cc2)OC(=O)c2c1ccc1ccccc21. (5) The molecule is CC1(C)C(=O)C2(C#N)CCC1C2. The result is 0 (inactive). (6) The compound is c1ccc(-c2c(-c3ccccc3)c2=NN(c2ccccc2)c2ccccc2)cc1. The result is 0 (inactive). (7) The drug is COc1ccc2ccc3[nH]c4c(C)cnc(NCCCN(C)C)c4c3c2c1.O=C(O)C=CC(=O)O. The result is 0 (inactive).